From a dataset of Peptide-MHC class I binding affinity with 185,985 pairs from IEDB/IMGT. Regression. Given a peptide amino acid sequence and an MHC pseudo amino acid sequence, predict their binding affinity value. This is MHC class I binding data. (1) The peptide sequence is FTLLFQLCT. The MHC is HLA-A02:06 with pseudo-sequence HLA-A02:06. The binding affinity (normalized) is 0.543. (2) The peptide sequence is FLVINRLGA. The MHC is HLA-B15:01 with pseudo-sequence HLA-B15:01. The binding affinity (normalized) is 0. (3) The peptide sequence is TMLVRQMTK. The MHC is HLA-A02:19 with pseudo-sequence HLA-A02:19. The binding affinity (normalized) is 0.0847. (4) The peptide sequence is FQPQNGTFI. The MHC is H-2-Kb with pseudo-sequence H-2-Kb. The binding affinity (normalized) is 0.0258. (5) The peptide sequence is LLMLLPTAL. The MHC is HLA-A02:03 with pseudo-sequence HLA-A02:03. The binding affinity (normalized) is 0.682. (6) The MHC is HLA-A01:01 with pseudo-sequence HLA-A01:01. The binding affinity (normalized) is 0. The peptide sequence is MAITIGTANM. (7) The peptide sequence is SAVIDALPR. The MHC is HLA-A03:01 with pseudo-sequence HLA-A03:01. The binding affinity (normalized) is 0.140. (8) The peptide sequence is VTLLAIIKGI. The MHC is H-2-Db with pseudo-sequence H-2-Db. The binding affinity (normalized) is 0.